This data is from Full USPTO retrosynthesis dataset with 1.9M reactions from patents (1976-2016). The task is: Predict the reactants needed to synthesize the given product. (1) Given the product [F:1][C:2]1[CH:21]=[CH:20][C:5]2[C:6]([C:9]3[CH:10]=[CH:11][C:12]([O:15][CH2:16][C@H:17]([OH:18])[CH2:19][N:26]4[CH2:25][CH2:24][C:23]([C:29]5[CH:34]=[CH:33][CH:32]=[CH:31][CH:30]=5)([OH:22])[CH2:28][CH2:27]4)=[CH:13][CH:14]=3)=[N:7][O:8][C:4]=2[CH:3]=1, predict the reactants needed to synthesize it. The reactants are: [F:1][C:2]1[CH:21]=[CH:20][C:5]2[C:6]([C:9]3[CH:14]=[CH:13][C:12]([O:15][CH2:16][C@H:17]4[CH2:19][O:18]4)=[CH:11][CH:10]=3)=[N:7][O:8][C:4]=2[CH:3]=1.[OH:22][C:23]1([C:29]2[CH:34]=[CH:33][CH:32]=[CH:31][CH:30]=2)[CH2:28][CH2:27][NH:26][CH2:25][CH2:24]1. (2) Given the product [NH2:9][C:3]1[C:2]([F:1])=[CH:7][N:6]=[C:5]([O:8][S:16]([C:10]2[CH:15]=[CH:14][CH:13]=[CH:12][CH:11]=2)(=[O:18])=[O:17])[N:4]=1, predict the reactants needed to synthesize it. The reactants are: [F:1][C:2]1[C:3]([NH2:9])=[N:4][C:5](=[O:8])[NH:6][CH:7]=1.[C:10]1([S:16](Cl)(=[O:18])=[O:17])[CH:15]=[CH:14][CH:13]=[CH:12][CH:11]=1.